This data is from Reaction yield outcomes from USPTO patents with 853,638 reactions. The task is: Predict the reaction yield, written as a fraction of the theoretical maximum amount of product (1.0 means a 100% yield; for example, 0.34 means a 34% yield). The reactants are [CH3:1][O:2][C:3]1[CH:4]=[C:5]([C:9]#[C:10][C:11]2[CH:12]=[C:13]([CH:17]=O)[CH:14]=[N:15][CH:16]=2)[CH:6]=[CH:7][CH:8]=1.Cl.[O:20]([NH2:22])[CH3:21]. No catalyst specified. The product is [CH3:21][O:20]/[N:22]=[CH:17]/[C:13]1[CH:14]=[N:15][CH:16]=[C:11]([C:10]#[C:9][C:5]2[CH:6]=[CH:7][CH:8]=[C:3]([O:2][CH3:1])[CH:4]=2)[CH:12]=1. The yield is 0.780.